Dataset: Forward reaction prediction with 1.9M reactions from USPTO patents (1976-2016). Task: Predict the product of the given reaction. Given the reactants [CH2:1]([C:3]1[CH:8]=[C:7]([CH2:9][CH3:10])[C:6]([CH2:11][CH3:12])=[CH:5][C:4]=1[CH2:13][CH3:14])[CH3:2].[Cl-].[Al+3].[Cl-].[Cl-].[CH3:19][O:20]C(Cl)Cl.O, predict the reaction product. The product is: [CH2:11]([C:6]1[C:7]([CH2:9][CH3:10])=[CH:8][C:3]([CH2:1][CH3:2])=[C:4]([CH2:13][CH3:14])[C:5]=1[CH:19]=[O:20])[CH3:12].